This data is from Full USPTO retrosynthesis dataset with 1.9M reactions from patents (1976-2016). The task is: Predict the reactants needed to synthesize the given product. (1) Given the product [CH3:1][C:2]1([CH3:18])[C:10]2[C:5](=[CH:6][CH:7]=[CH:8][CH:9]=2)[CH:4]([N:11]2[C:15]([CH2:16][CH3:17])=[CH:14][N:13]=[CH:12]2)[CH2:3]1, predict the reactants needed to synthesize it. The reactants are: [CH3:1][C:2]1([CH3:18])[C:10]2[C:5](=[CH:6][CH:7]=[CH:8][CH:9]=2)[CH:4]([N:11]2[C:15]([CH:16]=[CH2:17])=[CH:14][N:13]=[CH:12]2)[CH2:3]1. (2) Given the product [OH:2][C:3]1[CH:8]=[C:7]([OH:9])[CH:6]=[CH:5][C:4]=1[C:11]1[C:12](=[O:27])[O:13][C:14]2[C:19]([C:20]=1[CH:21]=[CH2:22])=[CH:18][CH:17]=[C:16]([C:25]#[N:26])[CH:15]=2, predict the reactants needed to synthesize it. The reactants are: C[O:2][C:3]1[CH:8]=[C:7]([O:9]C)[CH:6]=[CH:5][C:4]=1[C:11]1[C:12](=[O:27])[O:13][C:14]2[C:19]([C:20]=1[CH2:21][CH2:22]OC)=[CH:18][CH:17]=[C:16]([C:25]#[N:26])[CH:15]=2.B(Br)(Br)Br.O.C(OCC)(=O)C. (3) Given the product [CH3:19][C:8]1[N:7]=[C:6]([C:4]([OH:5])=[O:3])[C:11]([NH:12][C:13]2[CH:18]=[N:17][CH:16]=[N:15][CH:14]=2)=[N:10][CH:9]=1, predict the reactants needed to synthesize it. The reactants are: C([O:3][C:4]([C:6]1[C:11]([NH:12][C:13]2[CH:14]=[N:15][CH:16]=[N:17][CH:18]=2)=[N:10][CH:9]=[C:8]([CH3:19])[N:7]=1)=[O:5])C.[OH-].[Li+]. (4) Given the product [C:3]([O:7][C:8]([N:10]1[C@H:15]([C:16](=[O:29])[NH:17][C@@H:18]([C:21]2[CH:26]=[CH:25][CH:24]=[C:23]([Cl:27])[C:22]=2[F:28])[CH2:19][O:20][CH3:32])[CH2:14][C@@H:13]2[C@H:11]1[CH2:12]2)=[O:9])([CH3:6])([CH3:4])[CH3:5], predict the reactants needed to synthesize it. The reactants are: [H-].[Na+].[C:3]([O:7][C:8]([N:10]1[C@H:15]([C:16](=[O:29])[NH:17][C@@H:18]([C:21]2[CH:26]=[CH:25][CH:24]=[C:23]([Cl:27])[C:22]=2[F:28])[CH2:19][OH:20])[CH2:14][C@@H:13]2[C@H:11]1[CH2:12]2)=[O:9])([CH3:6])([CH3:5])[CH3:4].IC.[C:32]([O-])(O)=O.[Na+]. (5) Given the product [C:1]([C:5]1[O:9][N:8]=[C:7]([NH:10][C:11]([NH:13][C:14]2[CH:19]=[CH:18][CH:17]=[C:16]([C:20]#[C:21][C:22]3[C:23]([O:30][CH3:29])=[N:24][CH:25]=[N:26][CH:27]=3)[CH:15]=2)=[O:12])[CH:6]=1)([CH3:4])([CH3:3])[CH3:2], predict the reactants needed to synthesize it. The reactants are: [C:1]([C:5]1[O:9][N:8]=[C:7]([NH:10][C:11]([NH:13][C:14]2[CH:19]=[CH:18][CH:17]=[C:16]([C:20]#[C:21][C:22]3[C:23](Cl)=[N:24][CH:25]=[N:26][CH:27]=3)[CH:15]=2)=[O:12])[CH:6]=1)([CH3:4])([CH3:3])[CH3:2].[CH3:29][OH:30]. (6) The reactants are: [H-].[Na+].[F:3][C:4]1[C:9]([C:10]2[NH:14][CH:13]=[C:12]([CH2:15][N:16]([CH3:24])[C:17](=[O:23])[O:18][C:19]([CH3:22])([CH3:21])[CH3:20])[C:11]=2[F:25])=[CH:8][CH:7]=[CH:6][N:5]=1.C1OCCOCCOCCOCCOC1.[Br:41][C:42]1[S:46][C:45]([S:47](Cl)(=[O:49])=[O:48])=[CH:44][CH:43]=1. Given the product [Br:41][C:42]1[S:46][C:45]([S:47]([N:14]2[C:10]([C:9]3[C:4]([F:3])=[N:5][CH:6]=[CH:7][CH:8]=3)=[C:11]([F:25])[C:12]([CH2:15][N:16]([CH3:24])[C:17](=[O:23])[O:18][C:19]([CH3:21])([CH3:22])[CH3:20])=[CH:13]2)(=[O:49])=[O:48])=[CH:44][CH:43]=1, predict the reactants needed to synthesize it.